Dataset: Full USPTO retrosynthesis dataset with 1.9M reactions from patents (1976-2016). Task: Predict the reactants needed to synthesize the given product. (1) Given the product [Cl:17][C:4]1[C:5]2[CH2:6][CH2:7][C:8]3[S:13][CH:12]=[CH:11][C:9]=3[C:10]=2[N:1]=[CH:2][N:3]=1, predict the reactants needed to synthesize it. The reactants are: [N:1]1[C:10]2[C:9]3[CH:11]=[CH:12][S:13][C:8]=3[CH2:7][CH2:6][C:5]=2[C:4](O)=[N:3][CH:2]=1.P(Cl)(Cl)([Cl:17])=O.C1(C)C=CC=CC=1. (2) Given the product [NH2:24][C@H:21]1[CH2:22][CH2:23][C@H:19]([O:18][C:13]2[CH:14]=[C:15]3[C:10](=[CH:11][CH:12]=2)[C:9](=[O:25])[NH:8][CH:17]=[CH:16]3)[CH2:20]1, predict the reactants needed to synthesize it. The reactants are: COC1C=CC(C[N:8]2[CH:17]=[CH:16][C:15]3[C:10](=[CH:11][CH:12]=[C:13]([O:18][C@H:19]4[CH2:23][CH2:22][C@H:21]([NH2:24])[CH2:20]4)[CH:14]=3)[C:9]2=[O:25])=CC=1.CO. (3) The reactants are: [C:1]([CH2:4][CH2:5][CH2:6][NH:7][C:8]([C:10]1[C:14]([CH3:15])=[C:13]([C:16]2[CH:21]=[CH:20][C:19]([Cl:22])=[CH:18][CH:17]=2)[N:12]([C:23]2[CH:28]=[CH:27][C:26]([Cl:29])=[CH:25][C:24]=2[Cl:30])[N:11]=1)=[O:9])(=O)[NH2:2].FC(F)(F)C(OC(=O)C(F)(F)F)=O.N1C=CC=CC=1. Given the product [C:1]([CH2:4][CH2:5][CH2:6][NH:7][C:8]([C:10]1[C:14]([CH3:15])=[C:13]([C:16]2[CH:17]=[CH:18][C:19]([Cl:22])=[CH:20][CH:21]=2)[N:12]([C:23]2[CH:28]=[CH:27][C:26]([Cl:29])=[CH:25][C:24]=2[Cl:30])[N:11]=1)=[O:9])#[N:2], predict the reactants needed to synthesize it.